This data is from HIV replication inhibition screening data with 41,000+ compounds from the AIDS Antiviral Screen. The task is: Binary Classification. Given a drug SMILES string, predict its activity (active/inactive) in a high-throughput screening assay against a specified biological target. (1) The drug is COc1cc(CNC(=O)CCCCCCCCCCSC#N)ccc1O. The result is 0 (inactive). (2) The drug is N#CNC(=NCCc1c[nH]c2ccccc12)Oc1ccccc1. The result is 0 (inactive). (3) The drug is COc1ccc(C(=O)C(C(=O)C(=O)NCCCNC(=O)C(=O)C(C(=O)c2ccc(OC)cc2)c2ccc(OC)cc2)c2ccc(OC)cc2)cc1. The result is 0 (inactive).